Predict the reaction yield, written as a fraction of the theoretical maximum amount of product (1.0 means a 100% yield; for example, 0.34 means a 34% yield). From a dataset of Reaction yield outcomes from USPTO patents with 853,638 reactions. The reactants are [CH3:1][O:2][C:3]([C:5]1[CH:6]=[C:7]2[C:12](=[CH:13][CH:14]=1)[N:11]=[CH:10][C:9]([O:15][C:16]1[C:21]([Cl:22])=[CH:20][C:19]([NH2:23])=[CH:18][C:17]=1[Cl:24])=[CH:8]2)=[O:4].[Cl:25][C:26]1[CH:31]=[C:30]([Cl:32])[CH:29]=[CH:28][C:27]=1[S:33](Cl)(=[O:35])=[O:34].N1C=CC=CC=1.C([O-])(O)=O.[Na+]. The catalyst is C(Cl)Cl. The product is [CH3:1][O:2][C:3]([C:5]1[CH:6]=[C:7]2[C:12](=[CH:13][CH:14]=1)[N:11]=[CH:10][C:9]([O:15][C:16]1[C:17]([Cl:24])=[CH:18][C:19]([NH:23][S:33]([C:27]3[CH:28]=[CH:29][C:30]([Cl:32])=[CH:31][C:26]=3[Cl:25])(=[O:35])=[O:34])=[CH:20][C:21]=1[Cl:22])=[CH:8]2)=[O:4]. The yield is 0.410.